From a dataset of Peptide-MHC class II binding affinity with 134,281 pairs from IEDB. Regression. Given a peptide amino acid sequence and an MHC pseudo amino acid sequence, predict their binding affinity value. This is MHC class II binding data. (1) The peptide sequence is GELQIVDKIDAAFKP. The MHC is DRB1_0101 with pseudo-sequence DRB1_0101. The binding affinity (normalized) is 0.141. (2) The peptide sequence is HVKHFVINLIGDFEV. The MHC is DRB1_0301 with pseudo-sequence DRB1_0301. The binding affinity (normalized) is 0. (3) The peptide sequence is RAQFPRQCATVEALR. The MHC is DRB1_1101 with pseudo-sequence DRB1_1101. The binding affinity (normalized) is 0.0134.